This data is from Aqueous solubility values for 9,982 compounds from the AqSolDB database. The task is: Regression/Classification. Given a drug SMILES string, predict its absorption, distribution, metabolism, or excretion properties. Task type varies by dataset: regression for continuous measurements (e.g., permeability, clearance, half-life) or binary classification for categorical outcomes (e.g., BBB penetration, CYP inhibition). For this dataset (solubility_aqsoldb), we predict Y. (1) The drug is O=C(O)CCCCCCCCCCCCC(=O)O. The Y is -3.11 log mol/L. (2) The drug is O=C(NCNC(=O)NC1C(=O)NC(=O)N1CO)NC1C(=O)NC(=O)N1CO. The Y is 0.411 log mol/L. (3) The compound is [Cl].[Rh].c1ccc(P(c2ccccc2)c2ccccc2)cc1.c1ccc(P(c2ccccc2)c2ccccc2)cc1.c1ccc(P(c2ccccc2)c2ccccc2)cc1. The Y is -7.01 log mol/L. (4) The molecule is [Se]. The Y is -6.58 log mol/L. (5) The drug is Nc1ccc(-c2ccc(Cl)cc2)cc1. The Y is -4.64 log mol/L. (6) The drug is CCCCOP(=O)(OCCCC)Oc1ccccc1. The Y is -3.47 log mol/L. (7) The drug is O=[p+]1oc2ccccc2c2ccccc21. The Y is -1.78 log mol/L. (8) The drug is Oc1c(Br)cc(Br)c2cccnc12. The Y is -4.19 log mol/L. (9) The drug is [Mo]. The Y is -4.20 log mol/L. (10) The drug is Clc1cccc(Oc2ccc(Cl)c(Cl)c2Cl)c1. The Y is -7.09 log mol/L.